Dataset: Peptide-MHC class II binding affinity with 134,281 pairs from IEDB. Task: Regression. Given a peptide amino acid sequence and an MHC pseudo amino acid sequence, predict their binding affinity value. This is MHC class II binding data. (1) The peptide sequence is MLGSNTMQRVVFVVLLLL. The MHC is DRB1_0301 with pseudo-sequence DRB1_0301. The binding affinity (normalized) is 0. (2) The peptide sequence is EKKYFVATQFEPLAA. The MHC is HLA-DPA10103-DPB10401 with pseudo-sequence HLA-DPA10103-DPB10401. The binding affinity (normalized) is 1.00.